This data is from Full USPTO retrosynthesis dataset with 1.9M reactions from patents (1976-2016). The task is: Predict the reactants needed to synthesize the given product. (1) Given the product [CH3:1][O:2][C:3]1[CH:4]=[C:5]([CH:15]=[CH:16][C:17]=1[NH:18][C:19]1[N:24]=[C:23]([NH:25][C:26]2[CH:31]=[CH:30][CH:29]=[CH:28][C:27]=2[C:32](=[O:35])[NH:33][CH3:34])[C:22]([C:36]([F:38])([F:37])[F:39])=[CH:21][N:20]=1)[CH2:6][P:7](=[O:11])([OH:14])[O:8][CH2:9][CH3:10], predict the reactants needed to synthesize it. The reactants are: [CH3:1][O:2][C:3]1[CH:4]=[C:5]([CH:15]=[CH:16][C:17]=1[NH:18][C:19]1[N:24]=[C:23]([NH:25][C:26]2[CH:31]=[CH:30][CH:29]=[CH:28][C:27]=2[C:32](=[O:35])[NH:33][CH3:34])[C:22]([C:36]([F:39])([F:38])[F:37])=[CH:21][N:20]=1)[CH2:6][P:7](=[O:14])([O:11]CC)[O:8][CH2:9][CH3:10]. (2) Given the product [Br:1][C:2]1[C:3]([CH3:18])=[C:4]([CH:13]=[C:14]([CH3:17])[C:15]=1[CH3:16])[O:5][C:6]([CH3:12])([CH3:11])[C:7]([OH:9])=[O:8], predict the reactants needed to synthesize it. The reactants are: [Br:1][C:2]1[C:3]([CH3:18])=[C:4]([CH:13]=[C:14]([CH3:17])[C:15]=1[CH3:16])[O:5][C:6]([CH3:12])([CH3:11])[C:7]([O:9]C)=[O:8]. (3) Given the product [NH2:9][C:8]1[C:3]([O:2][CH3:1])=[C:4]([NH:14][S:22]([CH3:21])(=[O:24])=[O:23])[CH:5]=[C:6]([C:10]([F:12])([F:11])[F:13])[CH:7]=1, predict the reactants needed to synthesize it. The reactants are: [CH3:1][O:2][C:3]1[C:8]([NH2:9])=[CH:7][C:6]([C:10]([F:13])([F:12])[F:11])=[CH:5][C:4]=1[NH2:14].N1C=CC=CC=1.[CH3:21][S:22](Cl)(=[O:24])=[O:23].CCOC(C)=O.